Dataset: Forward reaction prediction with 1.9M reactions from USPTO patents (1976-2016). Task: Predict the product of the given reaction. (1) Given the reactants C(O[C:6](=[O:28])[NH:7][C@@H:8]([CH2:21][C:22]1[CH:27]=[CH:26][CH:25]=[CH:24][CH:23]=1)[CH:9]([C:11](=[O:20])[NH:12][CH2:13][C:14]1[CH:19]=[CH:18][CH:17]=[CH:16][CH:15]=1)[OH:10])(C)(C)C.F[C:30](F)(F)[C:31](O)=O.[CH:36](N(CC)C(C)C)(C)C.[CH2:45]1[C:53]2[C:48](=[CH:49][CH:50]=[CH:51][CH:52]=2)[CH2:47][CH:46]1[C:54]([NH:56][C@@H:57]([CH3:72])[C:58]([NH:60][C@@H:61]([CH2:65]C1C=CC=CC=1)C(O)=O)=[O:59])=[O:55].CN(C(ON1N=N[C:83]2[CH:84]=[CH:85]C=N[C:82]1=2)=[N+](C)C)C.F[P-](F)(F)(F)(F)F, predict the reaction product. The product is: [CH2:21]([C@H:8]([NH:7][C:6]([C@@H:61]([NH:60][C:58]([C@@H:57]([NH:56][C:54]([CH:46]1[CH2:47][C:52]2[C:53](=[CH:48][CH:49]=[CH:50][CH:51]=2)[CH2:45]1)=[O:55])[CH3:72])=[O:59])[CH:65]([C:31]1[CH:30]=[CH:85][CH:84]=[CH:83][CH:82]=1)[CH3:36])=[O:28])[CH:9]([C:11](=[O:20])[NH:12][CH2:13][C:14]1[CH:15]=[CH:16][CH:17]=[CH:18][CH:19]=1)[OH:10])[C:22]1[CH:23]=[CH:24][CH:25]=[CH:26][CH:27]=1. (2) Given the reactants [S:1]1[CH:5]=[CH:4][N:3]=[CH:2]1.C([Li])CCC.[C:11]([C:13]1[CH:18]=[CH:17][C:16]([NH:19][C:20]2[C:31]([F:32])=[C:30]([F:33])[CH:29]=[CH:28][C:21]=2[C:22](N(OC)C)=[O:23])=[C:15]([F:34])[CH:14]=1)#[CH:12], predict the reaction product. The product is: [C:11]([C:13]1[CH:18]=[CH:17][C:16]([NH:19][C:20]2[C:31]([F:32])=[C:30]([F:33])[CH:29]=[CH:28][C:21]=2[C:22]([C:2]2[S:1][CH:5]=[CH:4][N:3]=2)=[O:23])=[C:15]([F:34])[CH:14]=1)#[CH:12]. (3) Given the reactants [NH2:1][C:2]1[CH:3]=[N:4][CH:5]=[CH:6][C:7]=1[N:8]1[CH2:13][C@H:12]([CH3:14])[CH2:11][C@H:10]([NH:15][C:16](=[O:22])[O:17][C:18]([CH3:21])([CH3:20])[CH3:19])[CH2:9]1.[Br:23][C:24]1[C:28]2=[N:29][C:30]([C:33](O)=[O:34])=[CH:31][CH:32]=[C:27]2[S:26][CH:25]=1.CCN(C(C)C)C(C)C.CN(C(ON1N=NC2C=CC=NC1=2)=[N+](C)C)C.F[P-](F)(F)(F)(F)F, predict the reaction product. The product is: [Br:23][C:24]1[C:28]2=[N:29][C:30]([C:33]([NH:1][C:2]3[CH:3]=[N:4][CH:5]=[CH:6][C:7]=3[N:8]3[CH2:13][C@H:12]([CH3:14])[CH2:11][C@H:10]([NH:15][C:16](=[O:22])[O:17][C:18]([CH3:21])([CH3:20])[CH3:19])[CH2:9]3)=[O:34])=[CH:31][CH:32]=[C:27]2[S:26][CH:25]=1. (4) Given the reactants [H-].[H-].[H-].[H-].[Li+].[Al+3].[CH:7]1([CH2:13][C@H:14]([NH:20][C:21](=[O:27])[O:22][C:23]([CH3:26])([CH3:25])[CH3:24])[C:15]([N:17]([CH3:19])[CH3:18])=O)[CH2:12][CH2:11][CH2:10][CH2:9][CH2:8]1.O.[OH-].[Na+], predict the reaction product. The product is: [CH:7]1([CH2:13][C@H:14]([NH:20][C:21](=[O:27])[O:22][C:23]([CH3:25])([CH3:24])[CH3:26])[CH2:15][N:17]([CH3:18])[CH3:19])[CH2:8][CH2:9][CH2:10][CH2:11][CH2:12]1.